From a dataset of Catalyst prediction with 721,799 reactions and 888 catalyst types from USPTO. Predict which catalyst facilitates the given reaction. (1) Reactant: [C:1]([C:3]1[N:8]=[C:7]([CH2:9][P:10](=[O:17])([O:14][CH2:15][CH3:16])[O:11][CH2:12][CH3:13])[CH:6]=[CH:5][CH:4]=1)#[N:2].[C:18](OC)(=[O:26])[C:19]1[C:20](=[CH:22][CH:23]=[CH:24][CH:25]=1)[SH:21].C(N(CC)CC)C. Product: [O:26]=[C:18]1[C:19]2[CH:25]=[CH:24][CH:23]=[CH:22][C:20]=2[S:21][C:1]([C:3]2[N:8]=[C:7]([CH2:9][P:10](=[O:17])([O:11][CH2:12][CH3:13])[O:14][CH2:15][CH3:16])[CH:6]=[CH:5][CH:4]=2)=[N:2]1. The catalyst class is: 11. (2) Reactant: [O:1]1[C:5]2[CH:6]=[CH:7][CH:8]=[CH:9][C:4]=2[CH:3]=[C:2]1[C:10]1[C:11]([NH:17]C(=O)OC(C)(C)C)=[N:12][CH:13]=[C:14](Br)[N:15]=1.[CH2:25]([S:27]([N:30]1[CH2:35][CH2:34][NH:33][CH2:32][CH2:31]1)(=[O:29])=[O:28])[CH3:26].Cl.O1CCOCC1. Product: [O:1]1[C:5]2[CH:6]=[CH:7][CH:8]=[CH:9][C:4]=2[CH:3]=[C:2]1[C:10]1[C:11]([NH2:17])=[N:12][CH:13]=[C:14]([N:33]2[CH2:32][CH2:31][N:30]([S:27]([CH2:25][CH3:26])(=[O:28])=[O:29])[CH2:35][CH2:34]2)[N:15]=1. The catalyst class is: 141. (3) Reactant: Cl.O.[NH:3]1[CH2:8][CH2:7][C:6](=[O:9])[CH2:5][CH2:4]1.[CH3:10][S:11](Cl)(=[O:13])=[O:12].[OH-].[Na+]. Product: [CH3:10][S:11]([N:3]1[CH2:8][CH2:7][C:6](=[O:9])[CH2:5][CH2:4]1)(=[O:13])=[O:12]. The catalyst class is: 1. (4) Reactant: C[C:2](C)([O-:4])C.[K+].[C:7]([O:11][C:12]([NH:14][C@H:15]1[CH2:20][CH2:19][C@H:18]([NH:21][C:22]2[CH:31]=[CH:30][C:25]([C:26]([O:28][CH3:29])=[O:27])=[C:24](F)[N:23]=2)[CH2:17][CH2:16]1)=[O:13])([CH3:10])([CH3:9])[CH3:8].Cl. Product: [C:7]([O:11][C:12]([NH:14][C@H:15]1[CH2:20][CH2:19][C@H:18]([NH:21][C:22]2[CH:31]=[CH:30][C:25]([C:26]([O:28][CH3:29])=[O:27])=[C:24]([O:4][CH3:2])[N:23]=2)[CH2:17][CH2:16]1)=[O:13])([CH3:10])([CH3:9])[CH3:8]. The catalyst class is: 5. (5) Reactant: FC(F)(F)C(O)=O.[I:8][C:9]1[C:17]2[C:12](=[N:13][CH:14]=[C:15]([NH2:18])[CH:16]=2)[N:11]([S:19]([C:22]2[CH:27]=[CH:26][CH:25]=[CH:24][CH:23]=2)(=[O:21])=[O:20])[CH:10]=1.C(N(CC)CC)C.[CH2:35]([N:37]=[C:38]=[O:39])[CH3:36]. Product: [CH2:35]([NH:37][C:38]([NH:18][C:15]1[CH:16]=[C:17]2[C:9]([I:8])=[CH:10][N:11]([S:19]([C:22]3[CH:27]=[CH:26][CH:25]=[CH:24][CH:23]=3)(=[O:21])=[O:20])[C:12]2=[N:13][CH:14]=1)=[O:39])[CH3:36]. The catalyst class is: 4. (6) Reactant: [F:1][C:2]1([F:22])[CH2:7][CH2:6][CH:5]([CH2:8][NH:9][C:10]([C:12]2[C:20]3[C:15](=[CH:16][CH:17]=[CH:18][C:19]=3[Cl:21])[NH:14][CH:13]=2)=[O:11])[CH2:4][CH2:3]1.[N:23]1([CH2:29][CH2:30]O)[CH2:28][CH2:27][CH2:26][CH2:25][CH2:24]1.C(P(=CC#N)(CCCC)CCCC)CCC. Product: [Cl:21][C:19]1[CH:18]=[CH:17][CH:16]=[C:15]2[C:20]=1[C:12]([C:10]([NH:9][CH2:8][CH:5]1[CH2:6][CH2:7][C:2]([F:1])([F:22])[CH2:3][CH2:4]1)=[O:11])=[CH:13][N:14]2[CH2:30][CH2:29][N:23]1[CH2:28][CH2:27][CH2:26][CH2:25][CH2:24]1. The catalyst class is: 11. (7) Reactant: [C:1]([C:4]1[CH:5]=[C:6]([C:28]([F:31])([F:30])[F:29])[C:7]2[N:8]([C:10]([Cl:27])=[C:11]([C:13]([N:15]3[CH2:20][CH2:19][CH:18]([N:21]4[CH2:25][CH2:24][O:23][C:22]4=[O:26])[CH2:17][CH2:16]3)=[O:14])[N:12]=2)[CH:9]=1)(=[O:3])[CH3:2].[BH4-].[Na+]. Product: [Cl:27][C:10]1[N:8]2[CH:9]=[C:4]([CH:1]([OH:3])[CH3:2])[CH:5]=[C:6]([C:28]([F:31])([F:30])[F:29])[C:7]2=[N:12][C:11]=1[C:13]([N:15]1[CH2:16][CH2:17][CH:18]([N:21]2[CH2:25][CH2:24][O:23][C:22]2=[O:26])[CH2:19][CH2:20]1)=[O:14]. The catalyst class is: 191. (8) Reactant: [CH3:1][C:2]1[CH:7]=[CH:6][CH:5]=[C:4]([CH3:8])[C:3]=1[NH:9][C:10](=[O:32])[CH2:11][N:12]1[CH2:17][CH2:16][N:15]([CH2:18][CH:19]([OH:31])[CH2:20]OC2CC3C(=CC=CC=3)C2)[CH2:14][CH2:13]1.[CH:33]1[C:42]2[C:37](=[CH:38][CH:39]=[CH:40][CH:41]=2)[CH:36]=[CH:35][C:34]=1[CH2:43][OH:44]. Product: [CH3:8][C:4]1[CH:5]=[CH:6][CH:7]=[C:2]([CH3:1])[C:3]=1[NH:9][C:10](=[O:32])[CH2:11][N:12]1[CH2:17][CH2:16][N:15]([CH2:18][CH:19]([OH:31])[CH2:20][O:44][CH2:43][C:34]2[CH:35]=[CH:36][C:37]3[C:42](=[CH:41][CH:40]=[CH:39][CH:38]=3)[CH:33]=2)[CH2:14][CH2:13]1. The catalyst class is: 41. (9) Reactant: Cl[C:2]1[CH2:7][CH2:6][CH2:5][C:4](=[O:8])[CH:3]=1.[Na].[NH:10]1[CH:14]=[N:13][CH:12]=[N:11]1.CN(C=O)C. Product: [N:10]1([C:2]2[CH2:7][CH2:6][CH2:5][C:4](=[O:8])[CH:3]=2)[CH:14]=[N:13][CH:12]=[N:11]1. The catalyst class is: 6.